This data is from Reaction yield outcomes from USPTO patents with 853,638 reactions. The task is: Predict the reaction yield, written as a fraction of the theoretical maximum amount of product (1.0 means a 100% yield; for example, 0.34 means a 34% yield). (1) The reactants are [F:1][C:2]1[CH:17]=[CH:16][C:5]([O:6][C:7]2[CH:12]=[CH:11][C:10]([CH2:13][CH2:14][NH2:15])=[CH:9][CH:8]=2)=[CH:4][CH:3]=1.[CH3:18][O:19][C:20]1[N:25]=[CH:24][C:23]([CH2:26][C:27]2[C:28](=[O:35])[N:29]=[C:30](SC)[NH:31][CH:32]=2)=[CH:22][N:21]=1. The catalyst is C(O)C. The product is [F:1][C:2]1[CH:17]=[CH:16][C:5]([O:6][C:7]2[CH:12]=[CH:11][C:10]([CH2:13][CH2:14][NH:15][C:30]3[NH:31][CH:32]=[C:27]([CH2:26][C:23]4[CH:22]=[N:21][C:20]([O:19][CH3:18])=[N:25][CH:24]=4)[C:28](=[O:35])[N:29]=3)=[CH:9][CH:8]=2)=[CH:4][CH:3]=1. The yield is 0.180. (2) The reactants are Cl[C:2]([O:4][CH2:5][C:6]1[CH:11]=[CH:10][CH:9]=[CH:8][CH:7]=1)=[O:3].[NH2:12][C:13]1[CH:23]=[CH:22][C:16]2[CH2:17][CH2:18][NH:19][CH2:20][CH2:21][C:15]=2[CH:14]=1. The catalyst is C(Cl)Cl. The product is [NH2:12][C:13]1[CH:23]=[CH:22][C:16]2[CH2:17][CH2:18][N:19]([C:2]([O:4][CH2:5][C:6]3[CH:11]=[CH:10][CH:9]=[CH:8][CH:7]=3)=[O:3])[CH2:20][CH2:21][C:15]=2[CH:14]=1. The yield is 0.960.